Dataset: Reaction yield outcomes from USPTO patents with 853,638 reactions. Task: Predict the reaction yield, written as a fraction of the theoretical maximum amount of product (1.0 means a 100% yield; for example, 0.34 means a 34% yield). (1) No catalyst specified. The product is [OH:8][C:5]1[CH:6]=[CH:7][C:2]([NH:1][C:16]([CH3:20])([CH3:15])[C:17]#[N:18])=[CH:3][CH:4]=1. The yield is 0.960. The reactants are [NH2:1][C:2]1[CH:7]=[CH:6][C:5]([OH:8])=[CH:4][CH:3]=1.[O-]S([O-])(=O)=O.[Mg+2].[CH3:15][C:16]([CH3:20])(O)[C:17]#[N:18]. (2) The reactants are FC(F)(F)C(O)=O.[Cl:8][C:9]1[C:10]([F:38])=[C:11]([CH:15]2[C:19]([C:22]3[CH:27]=[CH:26][C:25]([Cl:28])=[CH:24][C:23]=3[F:29])([C:20]#[N:21])[CH:18]([CH2:30][C:31]([CH3:34])([CH3:33])[CH3:32])[NH:17][CH:16]2[C:35]([OH:37])=O)[CH:12]=[CH:13][CH:14]=1.Cl.[NH:40]1[CH2:43][CH:42]([OH:44])[CH2:41]1.CN(C(ON1N=NC2C=CC=NC1=2)=[N+](C)C)C.F[P-](F)(F)(F)(F)F.CCN(C(C)C)C(C)C. The catalyst is C(Cl)Cl. The product is [Cl:8][C:9]1[C:10]([F:38])=[C:11]([CH:15]2[CH:16]([C:35]([N:40]3[CH2:43][CH:42]([OH:44])[CH2:41]3)=[O:37])[NH:17][CH:18]([CH2:30][C:31]([CH3:32])([CH3:34])[CH3:33])[C:19]2([C:22]2[CH:27]=[CH:26][C:25]([Cl:28])=[CH:24][C:23]=2[F:29])[C:20]#[N:21])[CH:12]=[CH:13][CH:14]=1. The yield is 0.890. (3) The reactants are [CH2:1]([O:3][C:4]([C:6]1[CH:7]=[C:8]2[C:12](=[C:13](I)[CH:14]=1)[NH:11][CH:10]=[C:9]2[CH2:16][CH3:17])=[O:5])[CH3:2].[C:18](=[O:28])([O:20][CH2:21][C:22]1[CH:27]=[CH:26][CH:25]=[CH:24][CH:23]=1)[NH2:19].CNCCNC. The catalyst is C1(C)C=CC=CC=1.[Cu](I)I. The product is [CH2:1]([O:3][C:4]([C:6]1[CH:7]=[C:8]2[C:12](=[C:13]([NH:19][C:18]([O:20][CH2:21][C:22]3[CH:27]=[CH:26][CH:25]=[CH:24][CH:23]=3)=[O:28])[CH:14]=1)[NH:11][CH:10]=[C:9]2[CH2:16][CH3:17])=[O:5])[CH3:2]. The yield is 0.270.